From a dataset of Forward reaction prediction with 1.9M reactions from USPTO patents (1976-2016). Predict the product of the given reaction. (1) Given the reactants [H-].[Na+].[C:3]([O:7][CH2:8][CH:9]([NH:17][CH2:18][C:19]1[CH:24]=[CH:23][C:22]([C:25]#[N:26])=[CH:21][C:20]=1[F:27])[C:10]([O:12][C:13]([CH3:16])([CH3:15])[CH3:14])=[O:11])([CH3:6])([CH3:5])[CH3:4].[CH3:28]I, predict the reaction product. The product is: [C:3]([O:7][CH2:8][CH:9]([N:17]([CH2:18][C:19]1[CH:24]=[CH:23][C:22]([C:25]#[N:26])=[CH:21][C:20]=1[F:27])[CH3:28])[C:10]([O:12][C:13]([CH3:16])([CH3:15])[CH3:14])=[O:11])([CH3:4])([CH3:5])[CH3:6]. (2) Given the reactants [NH2:1][C:2]1[CH:24]=[CH:23][C:5]([CH2:6][C:7]2[N:17]([CH2:18][C:19]([CH3:22])([CH3:21])[CH3:20])[C:10]3[N:11]=[C:12]([C:15]#[N:16])[N:13]=[CH:14][C:9]=3[CH:8]=2)=[CH:4][CH:3]=1.C(N(CC)CC)C.[C:32](Cl)(=[O:34])[CH3:33], predict the reaction product. The product is: [C:15]([C:12]1[N:13]=[CH:14][C:9]2[CH:8]=[C:7]([CH2:6][C:5]3[CH:4]=[CH:3][C:2]([NH:1][C:32](=[O:34])[CH3:33])=[CH:24][CH:23]=3)[N:17]([CH2:18][C:19]([CH3:21])([CH3:20])[CH3:22])[C:10]=2[N:11]=1)#[N:16]. (3) Given the reactants [N:1]1[C:9]2[C:4](=[N:5][CH:6]=[CH:7][CH:8]=2)[N:3]([CH2:10][C:11]2[CH:21]=[CH:20][C:14]3[N:15]=[C:16]([S:18][CH3:19])[S:17][C:13]=3[CH:12]=2)[CH:2]=1.C1C=C(Cl)C=C(C(OO)=[O:30])C=1, predict the reaction product. The product is: [N:1]1[C:9]2[C:4](=[N:5][CH:6]=[CH:7][CH:8]=2)[N:3]([CH2:10][C:11]2[CH:21]=[CH:20][C:14]3[N:15]=[C:16]([S:18]([CH3:19])=[O:30])[S:17][C:13]=3[CH:12]=2)[CH:2]=1. (4) The product is: [N:15]1([C:2]2[CH:9]=[CH:8][C:5]([CH:6]=[O:7])=[C:4]([O:10][C:11]([F:14])([F:13])[F:12])[CH:3]=2)[CH2:20][CH2:19][O:18][CH2:17][CH2:16]1. Given the reactants Br[C:2]1[CH:9]=[CH:8][C:5]([CH:6]=[O:7])=[C:4]([O:10][C:11]([F:14])([F:13])[F:12])[CH:3]=1.[NH:15]1[CH2:20][CH2:19][O:18][CH2:17][CH2:16]1.C(O[Na])(C)(C)C.C1C=CC(P(C2C(C3C(P(C4C=CC=CC=4)C4C=CC=CC=4)=CC=C4C=3C=CC=C4)=C3C(C=CC=C3)=CC=2)C2C=CC=CC=2)=CC=1, predict the reaction product. (5) Given the reactants [CH3:1][C:2]1[CH:3]=[C:4]2[C:8](=[C:9]([N+:11]([O-:13])=[O:12])[CH:10]=1)[NH:7][C:6]([C:14]1[CH:19]=[CH:18][CH:17]=[CH:16][CH:15]=1)=[CH:5]2.[O:20](C(OC(C)(C)C)=O)[C:21]([O:23][C:24]([CH3:27])([CH3:26])[CH3:25])=O, predict the reaction product. The product is: [C:21]([N:7]1[C:8]2[C:4](=[CH:3][C:2]([CH3:1])=[CH:10][C:9]=2[N+:11]([O-:13])=[O:12])[CH:5]=[C:6]1[C:14]1[CH:15]=[CH:16][CH:17]=[CH:18][CH:19]=1)([O:23][C:24]([CH3:27])([CH3:26])[CH3:25])=[O:20]. (6) Given the reactants [C:1]([O:5][C:6](=[O:15])[NH:7][C:8]1[CH:13]=[CH:12][C:11]([NH2:14])=[CH:10][CH:9]=1)([CH3:4])([CH3:3])[CH3:2].[CH3:16][C:17]([CH3:21])(O)[C:18]#[N:19].[O-]S([O-])(=O)=O.[Mg+2], predict the reaction product. The product is: [C:1]([O:5][C:6](=[O:15])[NH:7][C:8]1[CH:9]=[CH:10][C:11]([NH:14][C:17]([C:18]#[N:19])([CH3:21])[CH3:16])=[CH:12][CH:13]=1)([CH3:4])([CH3:2])[CH3:3].